This data is from NCI-60 drug combinations with 297,098 pairs across 59 cell lines. The task is: Regression. Given two drug SMILES strings and cell line genomic features, predict the synergy score measuring deviation from expected non-interaction effect. Drug 1: C1CN1P(=S)(N2CC2)N3CC3. Synergy scores: CSS=9.97, Synergy_ZIP=-0.900, Synergy_Bliss=2.17, Synergy_Loewe=-5.36, Synergy_HSA=-1.57. Cell line: UACC-257. Drug 2: CCC1=C2CN3C(=CC4=C(C3=O)COC(=O)C4(CC)O)C2=NC5=C1C=C(C=C5)O.